From a dataset of Forward reaction prediction with 1.9M reactions from USPTO patents (1976-2016). Predict the product of the given reaction. (1) Given the reactants [H-].[Na+].[NH2:3][C:4]1[C:9]([CH2:10][C:11]2([C:24]([O:26]CC)=O)[CH2:16][CH2:15][N:14]([C:17]([O:19][C:20]([CH3:23])([CH3:22])[CH3:21])=[O:18])[CH2:13][CH2:12]2)=[CH:8][C:7]([Br:29])=[CH:6][N:5]=1.O, predict the reaction product. The product is: [Br:29][C:7]1[CH:8]=[C:9]2[C:4](=[N:5][CH:6]=1)[NH:3][C:24](=[O:26])[C:11]1([CH2:16][CH2:15][N:14]([C:17]([O:19][C:20]([CH3:22])([CH3:21])[CH3:23])=[O:18])[CH2:13][CH2:12]1)[CH2:10]2. (2) Given the reactants Br[C:2]1[N:3]=[C:4]2[CH:10]=[CH:9][N:8]([CH2:11][O:12][CH2:13][CH2:14][Si:15]([CH3:18])([CH3:17])[CH3:16])[C:5]2=[N:6][CH:7]=1.[CH:19]1([CH2:25][C:26]#[CH:27])[CH2:24][CH2:23][CH2:22][CH2:21][CH2:20]1, predict the reaction product. The product is: [CH:19]1([CH2:25][C:26]#[C:27][C:2]2[N:3]=[C:4]3[CH:10]=[CH:9][N:8]([CH2:11][O:12][CH2:13][CH2:14][Si:15]([CH3:18])([CH3:17])[CH3:16])[C:5]3=[N:6][CH:7]=2)[CH2:24][CH2:23][CH2:22][CH2:21][CH2:20]1. (3) Given the reactants [Cl:1][C:2]1[CH:7]=[CH:6][C:5]([CH2:8][CH2:9][N:10]([CH2:32][CH2:33][CH2:34][CH2:35][CH2:36][CH2:37][CH3:38])[C:11](=[O:31])[CH2:12][C:13]2[CH:30]=[CH:29][C:16]([O:17][CH2:18][C:19]3[CH:28]=[CH:27][CH:26]=[CH:25][C:20]=3[C:21]([O:23]C)=[O:22])=[CH:15][CH:14]=2)=[CH:4][CH:3]=1.[OH-].[K+], predict the reaction product. The product is: [Cl:1][C:2]1[CH:3]=[CH:4][C:5]([CH2:8][CH2:9][N:10]([CH2:32][CH2:33][CH2:34][CH2:35][CH2:36][CH2:37][CH3:38])[C:11](=[O:31])[CH2:12][C:13]2[CH:30]=[CH:29][C:16]([O:17][CH2:18][C:19]3[CH:28]=[CH:27][CH:26]=[CH:25][C:20]=3[C:21]([OH:23])=[O:22])=[CH:15][CH:14]=2)=[CH:6][CH:7]=1. (4) Given the reactants [Cl:1][C:2]1[CH:3]=[C:4]([C:10]2[CH:14]=[CH:13][N:12]([CH2:15][C@@H:16]([NH:18][C:19]([C:21]3[NH:25][N:24]=[C:23]([CH:26]([OH:28])[CH3:27])[CH:22]=3)=[O:20])[CH3:17])[N:11]=2)[CH:5]=[CH:6][C:7]=1[C:8]#[N:9].[C:29](OC(=O)C)(=[O:31])[CH3:30], predict the reaction product. The product is: [C:29]([O:28][CH:26]([C:23]1[CH:22]=[C:21]([C:19](=[O:20])[NH:18][C@@H:16]([CH3:17])[CH2:15][N:12]2[CH:13]=[CH:14][C:10]([C:4]3[CH:5]=[CH:6][C:7]([C:8]#[N:9])=[C:2]([Cl:1])[CH:3]=3)=[N:11]2)[NH:25][N:24]=1)[CH3:27])(=[O:31])[CH3:30]. (5) Given the reactants [OH:1][C@@H:2]([C:27]1[NH:31][C:30]2[CH:32]=[CH:33][C:34](I)=[CH:35][C:29]=2[N:28]=1)[C@H:3]1[O:8][C:7]([CH3:10])([CH3:9])[CH2:6][N:5]([C:11]2[CH:15]=[CH:14][N:13]([C:16]3[CH:21]=[C:20]([C:22]([F:25])([F:24])[F:23])[N:19]=[N:18][CH:17]=3)[N:12]=2)[C:4]1=[O:26].[NH:37]1[CH:41]=[C:40](B(O)O)[CH:39]=[N:38]1.C(=O)([O-])[O-].[Cs+].[Cs+].CC(N(C)C)=O, predict the reaction product. The product is: [NH:37]1[CH:41]=[C:40]([C:34]2[CH:33]=[CH:32][C:30]3[NH:31][C:27]([C@H:2]([OH:1])[C@H:3]4[O:8][C:7]([CH3:9])([CH3:10])[CH2:6][N:5]([C:11]5[CH:15]=[CH:14][N:13]([C:16]6[CH:21]=[C:20]([C:22]([F:23])([F:25])[F:24])[N:19]=[N:18][CH:17]=6)[N:12]=5)[C:4]4=[O:26])=[N:28][C:29]=3[CH:35]=2)[CH:39]=[N:38]1. (6) Given the reactants C([O:3][C:4]([C:6]1[NH:7][C:8]([CH:18]=[C:19]2[C:27]3[C:22](=[CH:23][CH:24]=[CH:25][CH:26]=3)[NH:21][C:20]2=[O:28])=[C:9]([CH2:12][CH2:13][C:14]([O:16]C)=[O:15])[C:10]=1[CH3:11])=[O:5])C.[OH-].[K+].C(O)C.O, predict the reaction product. The product is: [C:14]([CH2:13][CH2:12][C:9]1[C:10]([CH3:11])=[C:6]([C:4]([OH:5])=[O:3])[NH:7][C:8]=1[CH:18]=[C:19]1[C:27]2[C:22](=[CH:23][CH:24]=[CH:25][CH:26]=2)[NH:21][C:20]1=[O:28])([OH:16])=[O:15]. (7) Given the reactants [O:1]1[CH2:6][CH2:5][N:4]([C:7]2[C:8]3[N:9]([CH:35]=[C:36]([CH:38]4[CH2:41][N:40]([C:42]5[CH:51]=[CH:50][C:49]6[C:44](=[CH:45][CH:46]=[CH:47][CH:48]=6)[N:43]=5)[CH2:39]4)[N:37]=3)[C:10]([C:13]3[CH:14]=[CH:15][C:16]([N:19]4[CH2:24][CH2:23][N:22](C(OCC5C=CC=CC=5)=O)[CH2:21][CH2:20]4)=[N:17][CH:18]=3)=[CH:11][N:12]=2)[CH2:3][CH2:2]1, predict the reaction product. The product is: [N:19]1([C:16]2[N:17]=[CH:18][C:13]([C:10]3[N:9]4[CH:35]=[C:36]([CH:38]5[CH2:39][N:40]([C:42]6[CH:51]=[CH:50][C:49]7[C:44](=[CH:45][CH:46]=[CH:47][CH:48]=7)[N:43]=6)[CH2:41]5)[N:37]=[C:8]4[C:7]([N:4]4[CH2:3][CH2:2][O:1][CH2:6][CH2:5]4)=[N:12][CH:11]=3)=[CH:14][CH:15]=2)[CH2:24][CH2:23][NH:22][CH2:21][CH2:20]1. (8) Given the reactants C([O:4][C@@H:5]1[C@H:9]([CH2:10][CH2:11][CH2:12][CH2:13][CH2:14][CH2:15][C:16]([O:18]C)=[O:17])[C@@H:8]([CH2:20][CH2:21][CH:22]([OH:30])[C:23]([F:29])([F:28])[CH2:24][CH2:25][CH2:26][CH3:27])[C@H:7]([O:31][CH:32]2[CH2:37][CH2:36][CH2:35][CH2:34][O:33]2)[CH2:6]1)(=O)C.[OH-].[Na+], predict the reaction product. The product is: [F:29][C:23]([F:28])([CH2:24][CH2:25][CH2:26][CH3:27])[CH:22]([OH:30])[CH2:21][CH2:20][C@H:8]1[C@H:7]([O:31][CH:32]2[CH2:37][CH2:36][CH2:35][CH2:34][O:33]2)[CH2:6][C@H:5]([OH:4])[C@@H:9]1[CH2:10][CH2:11][CH2:12][CH2:13][CH2:14][CH2:15][C:16]([OH:18])=[O:17]. (9) Given the reactants [CH3:1][C@H:2]1[CH2:6][CH2:5][CH2:4][N:3]1[CH2:7][CH2:8][CH2:9][O:10][C:11]1[CH:23]=[C:22]2[C:14]([N:15]3[C:20](=[CH:21]2)[C:19](=[O:24])[NH:18][CH2:17][CH2:16]3)=[N:13][CH:12]=1.[CH3:25][C@H]1N[C@H](C)CC1, predict the reaction product. The product is: [CH3:1][C@@H:2]1[CH2:6][CH2:5][C@@H:4]([CH3:25])[N:3]1[CH2:7][CH2:8][CH2:9][O:10][C:11]1[CH:23]=[C:22]2[C:14]([N:15]3[C:20](=[CH:21]2)[C:19](=[O:24])[NH:18][CH2:17][CH2:16]3)=[N:13][CH:12]=1.